From a dataset of Forward reaction prediction with 1.9M reactions from USPTO patents (1976-2016). Predict the product of the given reaction. (1) Given the reactants [F:1][C:2]1([F:25])[CH2:7][CH2:6][CH2:5][C:4]([CH2:9][NH:10][C:11]([C:13]2[C:14]3[CH:15]=[CH:16][C:17](Cl)=[N:18][C:19]=3[CH:20]=[CH:21][C:22]=2[Cl:23])=[O:12])([OH:8])[CH2:3]1.CCN(C(C)C)C(C)C.[CH3:35][N:36]([CH3:42])[C@@H:37]1[CH2:41][CH2:40][NH:39][CH2:38]1, predict the reaction product. The product is: [F:1][C:2]1([F:25])[CH2:7][CH2:6][CH2:5][C:4]([CH2:9][NH:10][C:11]([C:13]2[C:14]3[CH:15]=[CH:16][C:17]([N:39]4[CH2:40][CH2:41][C@@H:37]([N:36]([CH3:42])[CH3:35])[CH2:38]4)=[N:18][C:19]=3[CH:20]=[CH:21][C:22]=2[Cl:23])=[O:12])([OH:8])[CH2:3]1. (2) Given the reactants [O:1]=[S:2]1(=[O:18])[NH:6][CH2:5][CH2:4][N:3]1[C:7]1[CH:17]=[CH:16][C:10]([C:11]([O:13][CH2:14][CH3:15])=[O:12])=[CH:9][CH:8]=1.[CH3:19]I, predict the reaction product. The product is: [CH3:19][N:6]1[S:2](=[O:1])(=[O:18])[N:3]([C:7]2[CH:17]=[CH:16][C:10]([C:11]([O:13][CH2:14][CH3:15])=[O:12])=[CH:9][CH:8]=2)[CH2:4][CH2:5]1.